Dataset: Forward reaction prediction with 1.9M reactions from USPTO patents (1976-2016). Task: Predict the product of the given reaction. (1) Given the reactants [CH2:1]([O:8][C@@H:9]1[C@@H:14]([O:15][CH2:16][C:17]2[CH:22]=[CH:21][CH:20]=[CH:19][CH:18]=2)[C@H:13]([O:23][CH2:24][C:25]2[CH:30]=[CH:29][CH:28]=[CH:27][CH:26]=2)[C@@H:12]([CH2:31][O:32][CH2:33][C:34]2[CH:39]=[CH:38][CH:37]=[CH:36][CH:35]=2)[O:11][C@H:10]1[C:40]1[C:48]2[C:43](=[C:44]([CH3:49])[CH:45]=[CH:46][CH:47]=2)[N:42]([CH2:50][C:51]2[CH:56]=[CH:55][C:54](I)=[CH:53][CH:52]=2)[CH:41]=1)[C:2]1[CH:7]=[CH:6][CH:5]=[CH:4][CH:3]=1.[C:58]([OH:62])(=[O:61])[CH:59]=[CH2:60].CC1C=CC=CC=1P(C1C=CC=CC=1C)C1C=CC=CC=1C.C(N(CC)CC)C, predict the reaction product. The product is: [CH2:1]([O:8][C@@H:9]1[C@@H:14]([O:15][CH2:16][C:17]2[CH:22]=[CH:21][CH:20]=[CH:19][CH:18]=2)[C@H:13]([O:23][CH2:24][C:25]2[CH:30]=[CH:29][CH:28]=[CH:27][CH:26]=2)[C@@H:12]([CH2:31][O:32][CH2:33][C:34]2[CH:39]=[CH:38][CH:37]=[CH:36][CH:35]=2)[O:11][C@H:10]1[C:40]1[C:48]2[C:43](=[C:44]([CH3:49])[CH:45]=[CH:46][CH:47]=2)[N:42]([CH2:50][C:51]2[CH:56]=[CH:55][C:54](/[CH:60]=[CH:59]/[C:58]([OH:62])=[O:61])=[CH:53][CH:52]=2)[CH:41]=1)[C:2]1[CH:7]=[CH:6][CH:5]=[CH:4][CH:3]=1. (2) Given the reactants [C:1]([C:3]1[CH:26]=[CH:25][C:6]([CH2:7][N:8]2[C:13](=[O:14])[CH2:12][CH:11]([CH2:15][CH3:16])[C:10]([C:17]3[CH:22]=[CH:21][C:20]([OH:23])=[C:19]([OH:24])[CH:18]=3)=[N:9]2)=[CH:5][CH:4]=1)#N.[OH-:27].[Na+].S(=O)(=O)(O)[OH:30], predict the reaction product. The product is: [C:1]([C:3]1[CH:26]=[CH:25][C:6]([CH2:7][N:8]2[C:13](=[O:14])[CH2:12][CH:11]([CH2:15][CH3:16])[C:10]([C:17]3[CH:22]=[CH:21][C:20]([OH:23])=[C:19]([OH:24])[CH:18]=3)=[N:9]2)=[CH:5][CH:4]=1)([OH:30])=[O:27]. (3) Given the reactants [CH3:1][CH2:2][C:3]1([C:11]2[CH:12]=[CH:13][CH:14]=[C:15]([OH:17])[CH:16]=2)[CH2:9][N:8]([CH3:10])[CH2:7][CH2:6][CH2:5][CH2:4]1.Cl.N, predict the reaction product. The product is: [CH3:1][CH2:2][C:3]1([C:11]2[CH:12]=[CH:13][CH:14]=[C:15]([OH:17])[CH:16]=2)[CH2:9][N:8]([CH3:10])[CH2:7][CH2:6][CH2:5][CH2:4]1. (4) Given the reactants [F:1][C:2]1[C:11]2[O:10][CH2:9][C@H:8]3[C@@H:12]([NH2:13])[C@H:7]3[C:6]=2[C:5]([F:14])=[CH:4][CH:3]=1.[F:15][C:16]1[CH:17]=[C:18]([CH:29]=[CH:30][CH:31]=1)[O:19][C:20]1[CH:21]=[CH:22][C:23]([N:26]=[C:27]=[S:28])=[N:24][CH:25]=1, predict the reaction product. The product is: [F:1][C:2]1[C:11]2[O:10][CH2:9][C@H:8]3[C@@H:12]([NH:13][C:27]([NH:26][C:23]4[CH:22]=[CH:21][C:20]([O:19][C:18]5[CH:29]=[CH:30][CH:31]=[C:16]([F:15])[CH:17]=5)=[CH:25][N:24]=4)=[S:28])[C@H:7]3[C:6]=2[C:5]([F:14])=[CH:4][CH:3]=1. (5) Given the reactants [CH:1]([C:3]1[CH:4]=[C:5]([CH:10]=[CH:11][CH:12]=1)[C:6]([O:8][CH3:9])=[O:7])=[O:2].[CH3:13][C:14](=[N:18]O)[C:15](=O)[CH3:16].[ClH:20].C(OCC)(=O)C, predict the reaction product. The product is: [Cl:20][CH2:13][C:14]1[N:18]=[C:1]([C:3]2[CH:4]=[C:5]([CH:10]=[CH:11][CH:12]=2)[C:6]([O:8][CH3:9])=[O:7])[O:2][C:15]=1[CH3:16]. (6) Given the reactants C([O-])([O-])=O.[K+].[K+].[OH:7][C:8]1[CH:15]=[CH:14][CH:13]=[C:12]([OH:16])[C:9]=1[CH:10]=[O:11].Cl[CH2:18][C:19]1[CH2:20][CH2:21][N:22]([C:33](=[O:35])[CH3:34])[CH2:23][C:24]=1[C:25]1[N:29]([CH:30]([CH3:32])[CH3:31])[N:28]=[CH:27][CH:26]=1, predict the reaction product. The product is: [C:33]([N:22]1[CH2:23][C:24]([C:25]2[N:29]([CH:30]([CH3:31])[CH3:32])[N:28]=[CH:27][CH:26]=2)=[C:19]([CH2:18][O:7][C:8]2[CH:15]=[CH:14][CH:13]=[C:12]([OH:16])[C:9]=2[CH:10]=[O:11])[CH2:20][CH2:21]1)(=[O:35])[CH3:34]. (7) Given the reactants CON(C)[C:4](=[O:13])[CH2:5][C:6]1[CH:7]=[C:8]([CH3:12])[CH:9]=[CH:10][CH:11]=1.[C:15]1([Mg]Br)[CH:20]=[CH:19][CH:18]=[CH:17][CH:16]=1, predict the reaction product. The product is: [C:15]1([C:4](=[O:13])[CH2:5][C:6]2[CH:7]=[C:8]([CH3:12])[CH:9]=[CH:10][CH:11]=2)[CH:20]=[CH:19][CH:18]=[CH:17][CH:16]=1. (8) Given the reactants [Cl:1][C:2]1[CH:21]=[C:20]([C:22]([F:25])([F:24])[F:23])[CH:19]=[CH:18][C:3]=1[CH2:4][N:5]1[C:9]([CH2:10][CH2:11][C:12](O)=[O:13])=[CH:8][C:7]([CH:15]([CH3:17])[CH3:16])=[N:6]1.[CH2:26]([S:31]([NH2:34])(=[O:33])=[O:32])[CH2:27][CH2:28][CH2:29][CH3:30].N12CCCN=C1CCCCC2, predict the reaction product. The product is: [Cl:1][C:2]1[CH:21]=[C:20]([C:22]([F:23])([F:25])[F:24])[CH:19]=[CH:18][C:3]=1[CH2:4][N:5]1[C:9]([CH2:10][CH2:11][C:12]([NH:34][S:31]([CH2:26][CH2:27][CH2:28][CH2:29][CH3:30])(=[O:33])=[O:32])=[O:13])=[CH:8][C:7]([CH:15]([CH3:17])[CH3:16])=[N:6]1.